This data is from Catalyst prediction with 721,799 reactions and 888 catalyst types from USPTO. The task is: Predict which catalyst facilitates the given reaction. (1) Reactant: Cl[C:2]1[C:3]2[N:4]([CH:13]=[N:14][N:15]=2)[C:5]([C:8]2[S:9][CH:10]=[CH:11][CH:12]=2)=[CH:6][N:7]=1.[NH:16]1[CH2:19][CH:18]([NH:20][C:21](=[O:27])[O:22][C:23]([CH3:26])([CH3:25])[CH3:24])[CH2:17]1. Product: [S:9]1[CH:10]=[CH:11][CH:12]=[C:8]1[C:5]1[N:4]2[CH:13]=[N:14][N:15]=[C:3]2[C:2]([N:16]2[CH2:19][CH:18]([NH:20][C:21](=[O:27])[O:22][C:23]([CH3:25])([CH3:24])[CH3:26])[CH2:17]2)=[N:7][CH:6]=1. The catalyst class is: 8. (2) Reactant: [CH3:1][S:2]([C:5]1[CH:14]=[CH:13][C:8]([O:9][CH2:10][C:11]#[N:12])=[CH:7][CH:6]=1)(=[O:4])=[O:3].C([O-])([O-])=O.[K+].[K+].Cl.[NH2:22][OH:23]. The catalyst class is: 315. Product: [OH:23][NH:22][C:11](=[NH:12])[CH2:10][O:9][C:8]1[CH:7]=[CH:6][C:5]([S:2]([CH3:1])(=[O:3])=[O:4])=[CH:14][CH:13]=1. (3) Reactant: [C:1]([O:4]O)(=O)[CH3:2].C1(C)[CH2:11][CH2:10][CH:9]([CH:12]([CH3:14])[CH3:13])[CH2:8][CH:7]=1.C(=O)([O-])[O-].[Na+].[Na+].O. Product: [CH:12]([C@@H:9]1[CH2:10][CH2:11][C:1]2([CH3:2])[CH:7]([O:4]2)[CH2:8]1)([CH3:14])[CH3:13]. The catalyst class is: 11. (4) The catalyst class is: 13. Product: [F:1][C:2]1[CH:7]=[CH:6][C:5]([C:8]2[C:24]3=[N:25][CH:26]=[CH:27][CH:28]=[C:29]3[N:30]([OH:32])[C:9]=2[C:10]2[CH:15]=[CH:14][N:13]=[CH:12][CH:11]=2)=[CH:4][CH:3]=1. Reactant: [F:1][C:2]1[CH:7]=[CH:6][C:5]([C:8]([C:24]2[C:29]([N+:30]([O-:32])=O)=[CH:28][CH:27]=[CH:26][N:25]=2)=[C:9](OS(C(F)(F)F)(=O)=O)[C:10]2[CH:15]=[CH:14][N:13]=[CH:12][CH:11]=2)=[CH:4][CH:3]=1.C(=O)(O)[O-].[Na+].